From a dataset of Full USPTO retrosynthesis dataset with 1.9M reactions from patents (1976-2016). Predict the reactants needed to synthesize the given product. (1) The reactants are: [C:1]([C:3]1[CH:4]=[C:5]([C:9]2[C:14]([O:15]C)=[CH:13][C:12]([C:17]([CH3:24])([CH3:23])[C:18]([O:20][CH2:21][CH3:22])=[O:19])=[CH:11][C:10]=2[O:25]C)[CH:6]=[CH:7][CH:8]=1)#[N:2].B(Br)(Br)Br. Given the product [C:1]([C:3]1[CH:4]=[C:5]([C:9]2[C:10]([OH:25])=[CH:11][C:12]([C:17]([CH3:24])([CH3:23])[C:18]([O:20][CH2:21][CH3:22])=[O:19])=[CH:13][C:14]=2[OH:15])[CH:6]=[CH:7][CH:8]=1)#[N:2], predict the reactants needed to synthesize it. (2) The reactants are: C([N:5]1[C:10](=[O:11])[C:9]([Cl:12])=[C:8]([O:13][CH2:14][C:15]2[CH:20]=[CH:19][C:18]([CH2:21][O:22][CH2:23][CH2:24][OH:25])=[CH:17][CH:16]=2)[CH:7]=[N:6]1)(C)(C)C.[C:26]1([CH3:36])[CH:31]=[CH:30][C:29]([S:32](Cl)(=[O:34])=[O:33])=[CH:28][CH:27]=1.[CH2:37](N(CC)CC)C.CCC[CH2:47][CH2:48][CH3:49]. Given the product [C:48]([CH:14]([O:13][C:8]1[CH:7]=[N:6][NH:5][C:10](=[O:11])[C:9]=1[Cl:12])[C:15]1[CH:16]=[CH:17][C:18]([CH2:21][O:22][CH2:23][CH2:24][O:25][S:32]([C:29]2[CH:30]=[CH:31][C:26]([CH3:36])=[CH:27][CH:28]=2)(=[O:34])=[O:33])=[CH:19][CH:20]=1)([CH3:47])([CH3:49])[CH3:37], predict the reactants needed to synthesize it. (3) Given the product [C:17]([C:19]1[N:23]([CH3:24])[C:22]([C:2]2[CH:7]=[CH:6][C:5]([S:8]([NH:11][CH2:12][C:13]([F:16])([F:15])[F:14])(=[O:10])=[O:9])=[CH:4][CH:3]=2)=[CH:21][CH:20]=1)#[N:18], predict the reactants needed to synthesize it. The reactants are: Br[C:2]1[CH:7]=[CH:6][C:5]([S:8]([NH:11][CH2:12][C:13]([F:16])([F:15])[F:14])(=[O:10])=[O:9])=[CH:4][CH:3]=1.[C:17]([C:19]1[N:23]([CH3:24])[C:22](B(O)O)=[CH:21][CH:20]=1)#[N:18].[F-].[K+].C(P(C(C)(C)C)C(C)(C)C)(C)(C)C. (4) Given the product [CH:2]1([NH:8][C:9]2[C:14]([CH3:15])=[C:13]([CH3:16])[N:12]=[C:11]([NH:17][CH2:18][C:19]3[C:24]([CH3:25])=[CH:23][CH:22]=[CH:21][N:20]=3)[N:10]=2)[CH2:3][CH2:4][CH2:5][CH2:6][CH2:7]1, predict the reactants needed to synthesize it. The reactants are: Cl.[CH:2]1([NH:8][C:9]2[C:14]([CH3:15])=[C:13]([CH3:16])[N:12]=[C:11]([NH:17][CH2:18][C:19]3[CH:24]=[CH:23][CH:22]=[CH:21][N:20]=3)[N:10]=2)[CH2:7][CH2:6][CH2:5][CH2:4][CH2:3]1.[CH3:25]C1C(CN)=NC=CC=1. (5) Given the product [CH2:3]=[O:4].[C:3]1([CH:10]=[CH:9][CH:8]=[C:6]([OH:7])[CH:5]=1)[OH:4], predict the reactants needed to synthesize it. The reactants are: C=O.[C:3]1([CH:10]=[CH:9][CH:8]=[C:6]([OH:7])[CH:5]=1)[OH:4].